From a dataset of hERG Central: cardiac toxicity at 1µM, 10µM, and general inhibition. Predict hERG channel inhibition at various concentrations. Results: hERG_inhib (hERG inhibition (general)): blocker. The compound is CCOC(=O)C1(CCOc2ccccc2)CCN(C(C)CSC)CC1.